This data is from Forward reaction prediction with 1.9M reactions from USPTO patents (1976-2016). The task is: Predict the product of the given reaction. (1) Given the reactants [Cl:1][C:2]1[CH:7]=[C:6]([C:8]2[N:9]=[C:10](O)[C:11]3[C:17]([O:18][CH3:19])=[CH:16][N:15]=[CH:14][C:12]=3[N:13]=2)[CH:5]=[CH:4][N:3]=1.[F:21][C:22]1([F:28])[CH2:27][CH2:26][NH:25][CH2:24][CH2:23]1.Cl.C(OC(N1CCN(C2C3C(C4CC4)=CN=CC=3N=C(C3C=CN=C(Cl)C=3)N=2)CC1)=O)(C)(C)C, predict the reaction product. The product is: [Cl:1][C:2]1[CH:7]=[C:6]([C:8]2[N:9]=[C:10]([N:25]3[CH2:26][CH2:27][C:22]([F:28])([F:21])[CH2:23][CH2:24]3)[C:11]3[C:17]([O:18][CH3:19])=[CH:16][N:15]=[CH:14][C:12]=3[N:13]=2)[CH:5]=[CH:4][N:3]=1. (2) Given the reactants [NH2:1][C:2]1[N:10]=[C:9]2[C:5]([N:6]([CH2:18][O:19][CH2:20][CH2:21][Si:22]([CH3:25])([CH3:24])[CH3:23])[C:7](=[O:17])[N:8]2[CH:11]2[CH2:16][CH2:15][O:14][CH2:13][CH2:12]2)=[C:4](Cl)[N:3]=1.[CH3:27][O:28][CH2:29][CH2:30][OH:31].C(=O)([O-])[O-].[Cs+].[Cs+].C(OCC)(=O)C, predict the reaction product. The product is: [NH2:1][C:2]1[N:10]=[C:9]2[C:5]([N:6]([CH2:18][O:19][CH2:20][CH2:21][Si:22]([CH3:25])([CH3:24])[CH3:23])[C:7](=[O:17])[N:8]2[CH:11]2[CH2:16][CH2:15][O:14][CH2:13][CH2:12]2)=[C:4]([O:31][CH2:30][CH2:29][O:28][CH3:27])[N:3]=1. (3) Given the reactants [CH:1](=[O:15])[CH:2]=[CH:3][CH:4]=[CH:5][CH:6]=[CH:7][CH:8]=[CH:9][CH:10]=[CH:11][CH:12]=[CH:13][CH3:14].[BH4-].[Na+].C(OCC)(=O)C.O, predict the reaction product. The product is: [CH2:1]([OH:15])[CH:2]=[CH:3][CH:4]=[CH:5][CH:6]=[CH:7][CH:8]=[CH:9][CH:10]=[CH:11][CH:12]=[CH:13][CH3:14]. (4) Given the reactants [F:1][C:2]1[C:7]2[CH2:8][CH2:9][C:10]3[CH:15]=[CH:14][N:13]=[CH:12][C:11]=3[CH:16]([NH2:17])[C:6]=2[CH:5]=[CH:4][CH:3]=1.C1N=CN([C:23]([N:25]2[CH:29]=[N:28][CH:27]=[CH:26]2)=[O:24])C=1.NCC1N=C[C:35]([C:38]([O:40][CH3:41])=[O:39])=[CH:34][C:33]=1[Cl:42], predict the reaction product. The product is: [Cl:42][C:33]1[CH:34]=[C:35]([C:38]([O:40][CH3:41])=[O:39])[CH:29]=[N:28][C:27]=1[CH2:26][NH:25][C:23]([NH:17][CH:16]1[C:11]2[CH:12]=[N:13][CH:14]=[CH:15][C:10]=2[CH2:9][CH2:8][C:7]2[C:2]([F:1])=[CH:3][CH:4]=[CH:5][C:6]1=2)=[O:24].